Dataset: Forward reaction prediction with 1.9M reactions from USPTO patents (1976-2016). Task: Predict the product of the given reaction. (1) Given the reactants [Cl:1][C:2]1[CH:11]=[CH:10][C:9]2[N:8]=[CH:7][C:6]3[N:12]=[CH:13][N:14]([C:15]4[CH:20]=[CH:19][C:18]([CH2:21][C:22]#[N:23])=[CH:17][CH:16]=4)[C:5]=3[C:4]=2[CH:3]=1, predict the reaction product. The product is: [Cl:1][C:2]1[CH:11]=[CH:10][C:9]2[N:8]=[CH:7][C:6]3[N:12]=[CH:13][N:14]([C:15]4[CH:20]=[CH:19][C:18]([CH2:21][CH2:22][NH2:23])=[CH:17][CH:16]=4)[C:5]=3[C:4]=2[CH:3]=1. (2) The product is: [F:30][C:31]([F:42])([F:41])[C:32]([NH:28][CH2:27][CH2:26][O:25][C:9]1[N:10]=[C:11]([N:12]2[CH2:17][CH2:16][N:15]3[C:18]([C:21]([F:22])([F:24])[F:23])=[N:19][N:20]=[C:14]3[CH2:13]2)[C:6]2[CH:5]=[C:4]([CH2:1][CH2:2][CH3:3])[S:29][C:7]=2[N:8]=1)=[O:33]. Given the reactants [CH2:1]([C:4]1[S:29][C:7]2[N:8]=[C:9]([O:25][CH2:26][CH2:27][NH2:28])[N:10]=[C:11]([N:12]3[CH2:17][CH2:16][N:15]4[C:18]([C:21]([F:24])([F:23])[F:22])=[N:19][N:20]=[C:14]4[CH2:13]3)[C:6]=2[CH:5]=1)[CH2:2][CH3:3].[F:30][C:31]([F:42])([F:41])[C:32](O[C:32](=[O:33])[C:31]([F:42])([F:41])[F:30])=[O:33], predict the reaction product. (3) Given the reactants [CH2:1]([C:9]1[CH:14]=[CH:13][N:12]([C:15]2[CH:20]=[CH:19][C:18]3[C:21]4[CH2:22][NH:23][CH2:24][CH2:25][C:26]=4[O:27][C:17]=3[CH:16]=2)[C:11](=[O:28])[CH:10]=1)[CH2:2][C:3]1[CH:8]=[CH:7][CH:6]=[CH:5][CH:4]=1.[ClH:29].CCOCC, predict the reaction product. The product is: [ClH:29].[CH2:1]([C:9]1[CH:14]=[CH:13][N:12]([C:15]2[CH:20]=[CH:19][C:18]3[C:21]4[CH2:22][NH:23][CH2:24][CH2:25][C:26]=4[O:27][C:17]=3[CH:16]=2)[C:11](=[O:28])[CH:10]=1)[CH2:2][C:3]1[CH:8]=[CH:7][CH:6]=[CH:5][CH:4]=1. (4) Given the reactants Cl[C:2]1[C:3]2[C:10]3[CH2:11][CH2:12][CH:13]([C:15]([N:17]([CH3:19])[CH3:18])=[O:16])[CH2:14][C:9]=3[S:8][C:4]=2[N:5]=[CH:6][N:7]=1.[Cl:20][CH2:21][CH2:22][CH2:23][O:24][C:25]1[CH:33]=[C:32]2[C:28]([CH:29]=[N:30][NH:31]2)=[CH:27][C:26]=1[NH2:34], predict the reaction product. The product is: [Cl:20][CH2:21][CH2:22][CH2:23][O:24][C:25]1[CH:33]=[C:32]2[C:28]([CH:29]=[N:30][NH:31]2)=[CH:27][C:26]=1[NH:34][C:2]1[C:3]2[C:10]3[CH2:11][CH2:12][CH:13]([C:15]([N:17]([CH3:19])[CH3:18])=[O:16])[CH2:14][C:9]=3[S:8][C:4]=2[N:5]=[CH:6][N:7]=1. (5) Given the reactants NC1(C2C=CC(C3C(=O)C4C(OC=3C3C=CC=CC=3)=C3C(=CC=4)NN=C3)=CC=2)CCC1.C(OC(=O)[NH:38][C:39]1([C:43]2[CH:48]=[CH:47][C:46]([C:49]3[C:50](=[O:68])[C:51]4[C:56]([O:57][C:58]=3[C:59]3[CH:64]=[CH:63][CH:62]=[CH:61][CH:60]=3)=[C:55]3[NH:65][N:66]=[N:67][C:54]3=[CH:53][CH:52]=4)=[CH:45][CH:44]=2)[CH2:42][CH2:41][CH2:40]1)(C)(C)C, predict the reaction product. The product is: [NH2:38][C:39]1([C:43]2[CH:44]=[CH:45][C:46]([C:49]3[C:50](=[O:68])[C:51]4[C:56]([O:57][C:58]=3[C:59]3[CH:64]=[CH:63][CH:62]=[CH:61][CH:60]=3)=[C:55]3[NH:65][N:66]=[N:67][C:54]3=[CH:53][CH:52]=4)=[CH:47][CH:48]=2)[CH2:42][CH2:41][CH2:40]1.